From a dataset of Catalyst prediction with 721,799 reactions and 888 catalyst types from USPTO. Predict which catalyst facilitates the given reaction. (1) Product: [Cl:1][C:2]1[CH:3]=[C:4]2[C:9](=[CH:10][CH:11]=1)[NH:8][C:7](=[O:12])[C:6]([CH2:13][NH:15][C:16]1[CH:23]=[CH:22][C:19]([C:20]#[N:21])=[CH:18][N:17]=1)=[CH:5]2. Reactant: [Cl:1][C:2]1[CH:3]=[C:4]2[C:9](=[CH:10][CH:11]=1)[NH:8][C:7](=[O:12])[C:6]([CH:13]=O)=[CH:5]2.[NH2:15][C:16]1[CH:23]=[CH:22][C:19]([C:20]#[N:21])=[CH:18][N:17]=1.CC(N(C)C)=O.C(O[BH-](OC(=O)C)OC(=O)C)(=O)C.[Na+]. The catalyst class is: 26. (2) Reactant: Cl[C:2]1[C:11]2[N:12]=[C:13]([CH2:29][O:30][CH2:31][CH3:32])[N:14]([CH2:15][CH2:16][CH2:17][C:18]3[O:22][N:21]=[C:20]([C:23]4[CH:24]=[N:25][CH:26]=[CH:27][CH:28]=4)[CH:19]=3)[C:10]=2[C:9]2[CH:8]=[CH:7][CH:6]=[CH:5][C:4]=2[N:3]=1.[NH3:33]. Product: [CH2:31]([O:30][CH2:29][C:13]1[N:14]([CH2:15][CH2:16][CH2:17][C:18]2[O:22][N:21]=[C:20]([C:23]3[CH:24]=[N:25][CH:26]=[CH:27][CH:28]=3)[CH:19]=2)[C:10]2[C:9]3[CH:8]=[CH:7][CH:6]=[CH:5][C:4]=3[N:3]=[C:2]([NH2:33])[C:11]=2[N:12]=1)[CH3:32]. The catalyst class is: 5. (3) Reactant: CS(O[CH2:6][CH2:7][CH:8]([C:22]1[CH:27]=[CH:26][C:25]([Cl:28])=[CH:24][C:23]=1[Cl:29])[C:9]1[C:17]2[C:12](=[C:13]([CH2:19][S:20][CH3:21])[CH:14]=[C:15]([F:18])[CH:16]=2)[NH:11][CH:10]=1)(=O)=O.[C-:30]#[N:31].[K+]. Product: [Cl:29][C:23]1[CH:24]=[C:25]([Cl:28])[CH:26]=[CH:27][C:22]=1[CH:8]([C:9]1[C:17]2[C:12](=[C:13]([CH2:19][S:20][CH3:21])[CH:14]=[C:15]([F:18])[CH:16]=2)[NH:11][CH:10]=1)[CH2:7][CH2:6][C:30]#[N:31]. The catalyst class is: 16.